The task is: Predict the reactants needed to synthesize the given product.. This data is from Full USPTO retrosynthesis dataset with 1.9M reactions from patents (1976-2016). (1) Given the product [OH:31][C@@:24]1([C:22]#[C:23][C:2]2[CH:3]=[C:4]([N:9]3[C:13]4=[N:14][CH:15]=[CH:16][CH:17]=[C:12]4[C:11]([C:18]([O:20][CH3:21])=[O:19])=[N:10]3)[CH:5]=[C:6]([CH3:8])[CH:7]=2)[CH2:28][CH2:27][N:26]([CH3:29])[C:25]1=[O:30], predict the reactants needed to synthesize it. The reactants are: Br[C:2]1[CH:3]=[C:4]([N:9]2[C:13]3=[N:14][CH:15]=[CH:16][CH:17]=[C:12]3[C:11]([C:18]([O:20][CH3:21])=[O:19])=[N:10]2)[CH:5]=[C:6]([CH3:8])[CH:7]=1.[C:22]([C@:24]1([OH:31])[CH2:28][CH2:27][N:26]([CH3:29])[C:25]1=[O:30])#[CH:23]. (2) Given the product [CH3:21][O:17][C:16](=[O:18])[C:15]1[CH:19]=[CH:20][C:12]([S:11][C:2]2[CH:3]=[CH:4][C:5]([CH:9]=[O:10])=[C:6]([CH3:8])[N:7]=2)=[CH:13][CH:14]=1, predict the reactants needed to synthesize it. The reactants are: Br[C:2]1[N:7]=[C:6]([CH3:8])[C:5]([CH:9]=[O:10])=[CH:4][CH:3]=1.[SH:11][C:12]1[CH:20]=[CH:19][C:15]([C:16]([OH:18])=[O:17])=[CH:14][CH:13]=1.[C:21]([O-])([O-])=O.[K+].[K+].CI. (3) Given the product [CH2:1]([O:3][C:4]([C:6]1([O:10][C:11]2[CH:12]=[CH:13][C:14]3[O:18][C:17]([NH:19][CH:20]4[CH2:25][CH2:24][N:23]([CH2:26][C:27]5[CH:32]=[C:31]([O:33][CH2:34][CH3:35])[C:30]([N:52]6[CH:56]=[CH:55][CH:54]=[CH:53]6)=[C:29]([O:37][CH2:38][CH3:39])[CH:28]=5)[CH2:22][CH2:21]4)=[N:16][C:15]=3[CH:40]=2)[CH2:9][CH2:8][CH2:7]1)=[O:5])[CH3:2], predict the reactants needed to synthesize it. The reactants are: [CH2:1]([O:3][C:4]([C:6]1([O:10][C:11]2[CH:12]=[CH:13][C:14]3[O:18][C:17]([NH:19][CH:20]4[CH2:25][CH2:24][N:23]([CH2:26][C:27]5[CH:32]=[C:31]([O:33][CH2:34][CH3:35])[C:30](F)=[C:29]([O:37][CH2:38][CH3:39])[CH:28]=5)[CH2:22][CH2:21]4)=[N:16][C:15]=3[CH:40]=2)[CH2:9][CH2:8][CH2:7]1)=[O:5])[CH3:2].C(OC1C=C(C=C(OCC)C=1[N:52]1[CH:56]=[CH:55][CH:54]=[CH:53]1)C=O)C.C([BH3-])#N.[Na+].C(N(C(C)C)C(C)C)C.